Dataset: CYP2C9 inhibition data for predicting drug metabolism from PubChem BioAssay. Task: Regression/Classification. Given a drug SMILES string, predict its absorption, distribution, metabolism, or excretion properties. Task type varies by dataset: regression for continuous measurements (e.g., permeability, clearance, half-life) or binary classification for categorical outcomes (e.g., BBB penetration, CYP inhibition). Dataset: cyp2c9_veith. (1) The compound is COc1ccc(O[C@H]2C=C[C@@H](c3ccccc3)O[C@@H]2CO/N=C\[C@@H](C)[C@H](OCc2ccccc2)C(C)C)cc1. The result is 0 (non-inhibitor). (2) The molecule is C[C@@H](c1ccccc1)N1C(=O)[C@H]2CC[C@H]3/C(=N\OC[C@@H](O)COCc4ccco4)C[C@@H](O)[C@@H](O)[C@@H]3[C@@H]2C1=O. The result is 0 (non-inhibitor).